The task is: Binary Classification. Given a T-cell receptor sequence (or CDR3 region) and an epitope sequence, predict whether binding occurs between them.. This data is from TCR-epitope binding with 47,182 pairs between 192 epitopes and 23,139 TCRs. (1) The epitope is TSNQVAVLY. Result: 0 (the TCR does not bind to the epitope). The TCR CDR3 sequence is CASSPRGSGSLGEQFF. (2) The epitope is HPVGEADYFEY. The TCR CDR3 sequence is CASSQGAGGTSYYNEQFF. Result: 0 (the TCR does not bind to the epitope). (3) The epitope is RLRAEAQVK. The TCR CDR3 sequence is CASSSDPRYGYTF. Result: 1 (the TCR binds to the epitope). (4) The epitope is QIKVRVKMV. The TCR CDR3 sequence is CASSLVGLATYEQYF. Result: 0 (the TCR does not bind to the epitope). (5) The epitope is RLRPGGKKK. The TCR CDR3 sequence is CASSLETGSYEQYF. Result: 0 (the TCR does not bind to the epitope). (6) The epitope is YLKLTDNVYIK. The TCR CDR3 sequence is CASRIKGAWNSPLHF. Result: 0 (the TCR does not bind to the epitope).